This data is from Forward reaction prediction with 1.9M reactions from USPTO patents (1976-2016). The task is: Predict the product of the given reaction. (1) Given the reactants C([Si](C(C)C)(C(C)C)[O:5][C@H:6]1[C@H:11]([O:12][Si](C(C)C)(C(C)C)C(C)C)[CH:10]=[C:9]([C:23]2[CH:28]=[CH:27][N:26]=[CH:25][C:24]=2[N+:29]([O-:31])=[O:30])[O:8][C@@H:7]1[CH2:32][O:33][Si](C(C)C)(C(C)C)C(C)C)(C)C.CCCC[N+](CCCC)(CCCC)CCCC.[F-], predict the reaction product. The product is: [OH:33][CH2:32][C@@H:7]1[C@@H:6]([OH:5])[C@H:11]([OH:12])[CH:10]=[C:9]([C:23]2[CH:28]=[CH:27][N:26]=[CH:25][C:24]=2[N+:29]([O-:31])=[O:30])[O:8]1. (2) Given the reactants [NH2:1][C:2](=[O:27])[CH2:3][C:4]1([NH:19]C(OC(C)(C)C)=O)[CH2:8][CH2:7][N:6]([C:9]([O:11][CH2:12][C:13]2[CH:18]=[CH:17][CH:16]=[CH:15][CH:14]=2)=[O:10])[CH2:5]1.[ClH:28], predict the reaction product. The product is: [ClH:28].[NH2:19][C:4]1([CH2:3][C:2]([NH2:1])=[O:27])[CH2:8][CH2:7][N:6]([C:9]([O:11][CH2:12][C:13]2[CH:14]=[CH:15][CH:16]=[CH:17][CH:18]=2)=[O:10])[CH2:5]1.